This data is from HIV replication inhibition screening data with 41,000+ compounds from the AIDS Antiviral Screen. The task is: Binary Classification. Given a drug SMILES string, predict its activity (active/inactive) in a high-throughput screening assay against a specified biological target. The compound is O=C1OC2CCCCC2C2CC34CCCCC3C(C(=O)O4)C12. The result is 0 (inactive).